The task is: Predict the reactants needed to synthesize the given product.. This data is from Full USPTO retrosynthesis dataset with 1.9M reactions from patents (1976-2016). The reactants are: [NH:1]1[C:9]2[C:4](=[CH:5][CH:6]=[CH:7][CH:8]=2)[C:3]([C:10](=O)[CH2:11][CH2:12][CH2:13][CH2:14][C:15]#[N:16])=[CH:2]1.[H-].[H-].[H-].[H-].[Li+].[Al+3]. Given the product [NH:1]1[C:9]2[C:4](=[CH:5][CH:6]=[CH:7][CH:8]=2)[C:3]([CH2:10][CH2:11][CH2:12][CH2:13][CH2:14][CH2:15][NH2:16])=[CH:2]1, predict the reactants needed to synthesize it.